Dataset: Forward reaction prediction with 1.9M reactions from USPTO patents (1976-2016). Task: Predict the product of the given reaction. (1) Given the reactants [Cl:1][C:2]1[CH:7]=[C:6](F)[CH:5]=[CH:4][C:3]=1[S:9]([C@H:12]1[CH2:16][N:15]([C:17]2[N:21]([CH2:22][CH2:23][C:24]3[CH:29]=[CH:28][CH:27]=[CH:26][CH:25]=3)[N:20]=[C:19]([CH3:30])[CH:18]=2)[C@H:14]([C:31]([NH:33][C:34]2([C:37]#[N:38])[CH2:36][CH2:35]2)=[O:32])[CH2:13]1)(=[O:11])=[O:10].[F:39][C:40]([F:44])([F:43])[CH2:41][OH:42], predict the reaction product. The product is: [CH2:41]([OH:42])[C:40]([F:44])([F:43])[F:39].[C:37]([C:34]1([NH:33][C:31]([C@@H:14]2[CH2:13][C@@H:12]([S:9]([C:3]3[CH:4]=[CH:5][C:6]([O:42][CH2:41][C:40]([F:44])([F:43])[F:39])=[CH:7][C:2]=3[Cl:1])(=[O:11])=[O:10])[CH2:16][N:15]2[C:17]2[N:21]([CH2:22][CH2:23][C:24]3[CH:25]=[CH:26][CH:27]=[CH:28][CH:29]=3)[N:20]=[C:19]([CH3:30])[CH:18]=2)=[O:32])[CH2:35][CH2:36]1)#[N:38]. (2) The product is: [CH:7]1([CH:10]([NH:17][C:18]([CH:20]2[CH2:25][C:24]([CH3:39])([S:26]([C:29]3[CH:34]=[CH:33][CH:32]=[C:31]([C:35]([F:37])([F:38])[F:36])[CH:30]=3)(=[O:27])=[O:28])[CH2:23][CH2:22][O:21]2)=[O:19])[CH:11]=[O:12])[CH2:9][CH2:8]1. Given the reactants [H-].[H-].[H-].[H-].[Li+].[Al+3].[CH:7]1([CH:10]([NH:17][C:18]([CH:20]2[CH2:25][C:24]([CH3:39])([S:26]([C:29]3[CH:34]=[CH:33][CH:32]=[C:31]([C:35]([F:38])([F:37])[F:36])[CH:30]=3)(=[O:28])=[O:27])[CH2:23][CH2:22][O:21]2)=[O:19])[C:11](N(OC)C)=[O:12])[CH2:9][CH2:8]1, predict the reaction product. (3) Given the reactants [C:1]([C:5]1[CH:10]=[CH:9][C:8]([C:11]2[S:12][CH:13]=[C:14]([C:17]([CH3:19])=O)[C:15]=2[OH:16])=[CH:7][CH:6]=1)([CH3:4])([CH3:3])[CH3:2].[NH:20]([C:22]([NH:24][C:25]1[CH:34]=[CH:33][C:28]([C:29]([O:31][CH3:32])=[O:30])=[C:27]([N+:35]([O-:37])=[O:36])[CH:26]=1)=[S:23])[NH2:21], predict the reaction product. The product is: [C:1]([C:5]1[CH:10]=[CH:9][C:8]([C:11]2[S:12][CH:13]=[C:14]([C:17](=[N:21][NH:20][C:22]([NH:24][C:25]3[CH:34]=[CH:33][C:28]([C:29]([O:31][CH3:32])=[O:30])=[C:27]([N+:35]([O-:37])=[O:36])[CH:26]=3)=[S:23])[CH3:19])[C:15]=2[OH:16])=[CH:7][CH:6]=1)([CH3:4])([CH3:3])[CH3:2]. (4) Given the reactants [Br:1][C:2]1[CH:3]=[C:4]2[C:8](=[C:9]([F:11])[CH:10]=1)[NH:7][N:6]=[CH:5]2.[CH2:12]1[CH2:17][O:16][CH:15]=[CH:14][CH2:13]1.CC1C=CC(S(O)(=O)=O)=CC=1.C([O-])(O)=O.[Na+], predict the reaction product. The product is: [Br:1][C:2]1[CH:3]=[C:4]2[C:8](=[C:9]([F:11])[CH:10]=1)[N:7]([CH:15]1[CH2:14][CH2:13][CH2:12][CH2:17][O:16]1)[N:6]=[CH:5]2. (5) Given the reactants Cl.[CH3:2][N:3]1[CH2:8][CH2:7][CH:6]([C:9]([OH:11])=O)[CH2:5][CH2:4]1.S(Cl)([Cl:14])=O, predict the reaction product. The product is: [CH3:2][N:3]1[CH2:8][CH2:7][CH:6]([C:9]([Cl:14])=[O:11])[CH2:5][CH2:4]1. (6) Given the reactants [Br:1][C:2]1[CH:3]=[CH:4][C:5]([C:8]([OH:10])=O)=[N:6][CH:7]=1.Cl.[CH:12]1([CH2:15][NH:16][CH2:17][C:18]2[CH:27]=[CH:26][C:21]([C:22]([O:24][CH3:25])=[O:23])=[CH:20][CH:19]=2)[CH2:14][CH2:13]1.CN(C(ON1N=NC2C=CC=NC1=2)=[N+](C)C)C.F[P-](F)(F)(F)(F)F.CCN(C(C)C)C(C)C, predict the reaction product. The product is: [Br:1][C:2]1[CH:3]=[CH:4][C:5]([C:8]([N:16]([CH2:17][C:18]2[CH:19]=[CH:20][C:21]([C:22]([O:24][CH3:25])=[O:23])=[CH:26][CH:27]=2)[CH2:15][CH:12]2[CH2:13][CH2:14]2)=[O:10])=[N:6][CH:7]=1. (7) Given the reactants [N:1]([C:4]1[CH:9]=[C:8]([F:10])[CH:7]=[CH:6][C:5]=1[Br:11])=[N+:2]=[N-:3].[CH3:12][Si:13]([C:16]#[CH:17])([CH3:15])[CH3:14], predict the reaction product. The product is: [Br:11][C:5]1[CH:6]=[CH:7][C:8]([F:10])=[CH:9][C:4]=1[N:1]1[CH:17]=[C:16]([Si:13]([CH3:15])([CH3:14])[CH3:12])[N:3]=[N:2]1. (8) Given the reactants [CH:1]1([C:7]([N:9]([C:27]2[CH:32]=[CH:31][CH:30]=[CH:29][C:28]=2[O:33][C:34]([F:37])([F:36])[F:35])[CH2:10][CH2:11][N:12]2[CH2:17][CH2:16][N:15]([C:18]3[CH:23]=[CH:22][C:21]([OH:24])=[CH:20][C:19]=3[O:25][CH3:26])[CH2:14][CH2:13]2)=[O:8])[CH2:6][CH2:5][CH2:4][CH2:3][CH2:2]1.CCN(CC)CC.[CH3:45][C:46](Cl)=[O:47], predict the reaction product. The product is: [CH:1]1([C:7]([N:9]([C:27]2[CH:32]=[CH:31][CH:30]=[CH:29][C:28]=2[O:33][C:34]([F:36])([F:37])[F:35])[CH2:10][CH2:11][N:12]2[CH2:13][CH2:14][N:15]([C:18]3[CH:23]=[CH:22][C:21]([O:24][C:46](=[O:47])[CH3:45])=[CH:20][C:19]=3[O:25][CH3:26])[CH2:16][CH2:17]2)=[O:8])[CH2:6][CH2:5][CH2:4][CH2:3][CH2:2]1. (9) Given the reactants [CH2:1]([O:5][C:6]1[CH:11]=[CH:10][C:9]([I:12])=[CH:8][C:7]=1[N+:13]([O-])=O)[CH2:2][C:3]#[CH:4], predict the reaction product. The product is: [CH2:1]([O:5][C:6]1[CH:11]=[CH:10][C:9]([I:12])=[CH:8][C:7]=1[NH2:13])[CH2:2][C:3]#[CH:4]. (10) Given the reactants [OH:1][C:2]1[CH:3]=[CH:4][C:5]2[N:6]([CH:8]=[C:9]([C:11]([OH:13])=[O:12])[CH:10]=2)[N:7]=1.[CH3:14]O, predict the reaction product. The product is: [OH:1][C:2]1[CH:3]=[CH:4][C:5]2[N:6]([CH:8]=[C:9]([C:11]([O:13][CH3:14])=[O:12])[CH:10]=2)[N:7]=1.